Dataset: Catalyst prediction with 721,799 reactions and 888 catalyst types from USPTO. Task: Predict which catalyst facilitates the given reaction. Reactant: [O:1]1CCCO[CH:2]1[C:7]1[C:12]([CH3:13])=[CH:11][C:10]([C:14]2[S:15][C:16]3[C:21]([N:22]=2)=[CH:20][CH:19]=[C:18]([C:23]2([C:26]4[CH:31]=[CH:30][CH:29]=[CH:28][CH:27]=4)[CH2:25][CH2:24]2)[N:17]=3)=[CH:9][C:8]=1[CH3:32].Cl.[OH-].[Na+].C(=O)(O)[O-].[Na+]. Product: [CH3:13][C:12]1[CH:11]=[C:10]([C:14]2[S:15][C:16]3[C:21]([N:22]=2)=[CH:20][CH:19]=[C:18]([C:23]2([C:26]4[CH:31]=[CH:30][CH:29]=[CH:28][CH:27]=4)[CH2:25][CH2:24]2)[N:17]=3)[CH:9]=[C:8]([CH3:32])[C:7]=1[CH:2]=[O:1]. The catalyst class is: 387.